From a dataset of Reaction yield outcomes from USPTO patents with 853,638 reactions. Predict the reaction yield, written as a fraction of the theoretical maximum amount of product (1.0 means a 100% yield; for example, 0.34 means a 34% yield). (1) The reactants are Br[C:2]1[CH:3]=[C:4]([S:8]([N:11]2[CH2:16][CH2:15][N:14]([C:17]3[CH:22]=[CH:21][C:20]([F:23])=[CH:19][C:18]=3[C:24]([F:27])([F:26])[F:25])[CH2:13][C@H:12]2[CH3:28])(=[O:10])=[O:9])[CH:5]=[CH:6][CH:7]=1.C[C:30]([O-])([CH3:32])C.[Na+]. The catalyst is C1C=CC(/C=C/C(/C=C/C2C=CC=CC=2)=O)=CC=1.C1C=CC(/C=C/C(/C=C/C2C=CC=CC=2)=O)=CC=1.C1C=CC(/C=C/C(/C=C/C2C=CC=CC=2)=O)=CC=1.[Pd].[Pd]. The product is [F:23][C:20]1[CH:21]=[CH:22][C:17]([N:14]2[CH2:15][CH2:16][N:11]([S:8]([C:4]3[CH:5]=[CH:6][CH:7]=[C:2]([N:14]4[CH2:32][CH2:30][N:11]([CH3:16])[CH2:12][CH2:13]4)[CH:3]=3)(=[O:10])=[O:9])[C@H:12]([CH3:28])[CH2:13]2)=[C:18]([C:24]([F:27])([F:26])[F:25])[CH:19]=1. The yield is 0.780. (2) The reactants are C1(P(C2C=CC=CC=2)C2C=CC=CC=2)C=CC=CC=1.BrN1C(=O)CCC1=O.[Cl:28][C:29]1[CH:30]=[C:31]([C@@H:39]([CH2:49][CH:50]2[CH2:54][CH2:53][CH2:52][CH2:51]2)[C:40](NC2C=CN(C)N=2)=[O:41])[CH:32]=[CH:33][C:34]=1[S:35]([CH3:38])(=[O:37])=[O:36].[NH2:55][C:56]1[CH:60]=[CH:59][N:58]([C:61](=[O:67])[CH2:62][C:63]([OH:66])([CH3:65])[CH3:64])[N:57]=1.N1C(C)=CC=CC=1C. The catalyst is C(Cl)Cl.C(OCC)(=O)C. The product is [Cl:28][C:29]1[CH:30]=[C:31]([C@@H:39]([CH2:49][CH:50]2[CH2:54][CH2:53][CH2:52][CH2:51]2)[C:40]([NH:55][C:56]2[CH:60]=[CH:59][N:58]([C:61](=[O:67])[CH2:62][C:63]([OH:66])([CH3:65])[CH3:64])[N:57]=2)=[O:41])[CH:32]=[CH:33][C:34]=1[S:35]([CH3:38])(=[O:36])=[O:37]. The yield is 0.120. (3) The reactants are [CH3:1][C:2]1[CH:7]=[CH:6][N:5]=[CH:4][C:3]=1[N:8]1[CH2:12][CH2:11][NH:10][C:9]1=[O:13].Br[C:15]1[CH:16]=[C:17]([CH:20]=[CH:21][CH:22]=1)[C:18]#[N:19].N[C@@H]1CCCC[C@H]1N.P([O-])([O-])([O-])=O.[K+].[K+].[K+]. The catalyst is [Cu](I)I.O1CCOCC1. The product is [CH3:1][C:2]1[CH:7]=[CH:6][N:5]=[CH:4][C:3]=1[N:8]1[CH2:12][CH2:11][N:10]([C:15]2[CH:16]=[C:17]([CH:20]=[CH:21][CH:22]=2)[C:18]#[N:19])[C:9]1=[O:13]. The yield is 0.490. (4) The reactants are [C:1]([N:8]([CH:12]1[C:20]2[C:15](=[CH:16][CH:17]=[C:18]([NH2:21])[CH:19]=2)[CH2:14][CH2:13]1)[CH2:9][C:10]#[CH:11])([O:3][C:4]([CH3:7])([CH3:6])[CH3:5])=[O:2].C.Cl[C:24](Cl)([O:26]C(=O)OC(Cl)(Cl)Cl)Cl. The catalyst is C1(C)C=CC=CC=1. The product is [C:4]([O:3][C:1](=[O:2])[N:8]([CH:12]1[C:20]2[C:15](=[CH:16][CH:17]=[C:18]([N:21]=[C:24]=[O:26])[CH:19]=2)[CH2:14][CH2:13]1)[CH2:9][C:10]#[CH:11])([CH3:6])([CH3:7])[CH3:5]. The yield is 0.757. (5) The reactants are [Br:1][C:2]1[N:7]=[C:6]([O:8][CH3:9])[C:5](I)=[CH:4][CH:3]=1.C([Li])CCC.CN(C)[CH:18]=[O:19].O. The catalyst is C(OCC)C. The product is [Br:1][C:2]1[CH:3]=[CH:4][C:5]([CH:18]=[O:19])=[C:6]([O:8][CH3:9])[N:7]=1. The yield is 0.900. (6) The reactants are [C:1]12([CH2:11][C:12]([NH:14][C:15]3[CH:24]=[CH:23][CH:22]=[C:21]4[C:16]=3[CH2:17][CH2:18][O:19][C:20]4=O)=[O:13])[CH2:10][CH:5]3[CH2:6][CH:7]([CH2:9][CH:3]([CH2:4]3)[CH2:2]1)[CH2:8]2.[F:26][C:27]1[CH:34]=[C:33]([F:35])[CH:32]=[CH:31][C:28]=1[CH2:29][NH2:30]. No catalyst specified. The product is [C:1]12([CH2:11][C:12]([NH:14][C:15]3[CH:24]=[CH:23][CH:22]=[C:21]4[C:16]=3[CH2:17][CH2:18][N:30]([CH2:29][C:28]3[CH:31]=[CH:32][C:33]([F:35])=[CH:34][C:27]=3[F:26])[C:20]4=[O:19])=[O:13])[CH2:10][CH:5]3[CH2:6][CH:7]([CH2:9][CH:3]([CH2:4]3)[CH2:2]1)[CH2:8]2. The yield is 0.360. (7) The reactants are C(OC([N:8]1[CH2:13][CH2:12][N:11]([C:14]2[CH:19]=[CH:18][C:17]([NH:20][C:21]([C:23]3[O:24][C:25]4[C:30]([C:31](=[O:33])[CH:32]=3)=[CH:29][CH:28]=[CH:27][C:26]=4[N:34]3[CH2:39][CH2:38][N:37]([CH3:40])[CH2:36][CH2:35]3)=[O:22])=[CH:16][CH:15]=2)[CH2:10][CH2:9]1)=O)(C)(C)C. The catalyst is C(OCC)(=O)C. The product is [N:11]1([C:14]2[CH:19]=[CH:18][C:17]([NH:20][C:21]([C:23]3[O:24][C:25]4[C:30]([C:31](=[O:33])[CH:32]=3)=[CH:29][CH:28]=[CH:27][C:26]=4[N:34]3[CH2:35][CH2:36][N:37]([CH3:40])[CH2:38][CH2:39]3)=[O:22])=[CH:16][CH:15]=2)[CH2:12][CH2:13][NH:8][CH2:9][CH2:10]1. The yield is 0.760.